Predict which catalyst facilitates the given reaction. From a dataset of Catalyst prediction with 721,799 reactions and 888 catalyst types from USPTO. (1) Reactant: [CH2:1]([O:8][C:9](=[O:23])[NH:10][C@@H:11]1[CH2:16][C@@H:15]([N:17]=[N+]=[N-])[CH2:14][CH2:13][C@@H:12]1[CH2:20][C:21]#[N:22])[C:2]1[CH:7]=[CH:6][CH:5]=[CH:4][CH:3]=1.O.C1(P(C2C=CC=CC=2)C2C=CC=CC=2)C=CC=CC=1. Product: [CH2:1]([O:8][C:9](=[O:23])[NH:10][C@@H:11]1[CH2:16][C@@H:15]([NH2:17])[CH2:14][CH2:13][C@@H:12]1[CH2:20][C:21]#[N:22])[C:2]1[CH:7]=[CH:6][CH:5]=[CH:4][CH:3]=1. The catalyst class is: 7. (2) Reactant: [Si]([O:18][C@@H:19]1[CH2:36][CH2:35][C@@:34]2([CH3:37])[C@@H:21]([CH2:22][CH2:23][C@@H:24]3[C@@H:33]2[CH2:32][CH2:31][C@@:29]2([CH3:30])[C@H:25]3[CH2:26][CH2:27][C@@H:28]2[C:38]#[C:39][CH:40]([OH:42])[CH3:41])[CH2:20]1)(C(C)(C)C)(C1C=CC=CC=1)C1C=CC=CC=1.[NH4+].[Cl-]. Product: [OH:42][CH:40]([CH3:41])[C:39]#[C:38][C@H:28]1[CH2:27][CH2:26][C@H:25]2[C@H:24]3[C@H:33]([CH2:32][CH2:31][C@:29]12[CH3:30])[C@:34]1([CH3:37])[C@H:21]([CH2:20][C@H:19]([OH:18])[CH2:36][CH2:35]1)[CH2:22][CH2:23]3. The catalyst class is: 7. (3) Reactant: [C:1]([O:5][C:6]([N:8]1[CH2:13][CH2:12][CH:11]([C:14]2(C)[O:23][C:17]3=[CH:18][N:19]=[C:20](Cl)[CH:21]=[C:16]3[CH2:15]2)[CH2:10][CH2:9]1)=[O:7])([CH3:4])([CH3:3])[CH3:2].[CH2:25]([O:32][C:33]([N:35]1[CH2:40][CH2:39][NH:38][CH2:37][CH2:36]1)=[O:34])[C:26]1[CH:31]=[CH:30][CH:29]=[CH:28][CH:27]=1.CC1(C)C2C(=C(P(C3C=CC=CC=3)C3C=CC=CC=3)C=CC=2)OC2C(P(C3C=CC=CC=3)C3C=CC=CC=3)=CC=CC1=2.CC([O-])(C)C.[K+]. Product: [CH2:25]([O:32][C:33]([N:35]1[CH2:40][CH2:39][N:38]([C:20]2[CH:21]=[C:16]3[CH2:15][CH:14]([CH:11]4[CH2:10][CH2:9][N:8]([C:6]([O:5][C:1]([CH3:4])([CH3:3])[CH3:2])=[O:7])[CH2:13][CH2:12]4)[O:23][C:17]3=[CH:18][N:19]=2)[CH2:37][CH2:36]1)=[O:34])[C:26]1[CH:31]=[CH:30][CH:29]=[CH:28][CH:27]=1. The catalyst class is: 101. (4) Reactant: [O:1]1[CH2:4][CH:3]([N:5]2[CH2:10][CH2:9][N:8]([CH2:11][CH2:12][NH:13]C(=O)OC(C)(C)C)[CH2:7][CH2:6]2)[CH2:2]1.C(O)(C(F)(F)F)=O. Product: [O:1]1[CH2:2][CH:3]([N:5]2[CH2:10][CH2:9][N:8]([CH2:11][CH2:12][NH2:13])[CH2:7][CH2:6]2)[CH2:4]1. The catalyst class is: 2. (5) The catalyst class is: 246. Reactant: [CH3:1][C:2]1[CH:7]=[CH:6][N:5]=[CH:4][C:3]=1[N:8]1[CH2:12][CH2:11][NH:10][C:9]1=[O:13].Br[C:15]1[CH:16]=[CH:17][C:18]2[O:22][C:21]([CH3:23])=[N:20][C:19]=2[CH:24]=1.N[C@@H]1CCCC[C@H]1N.P([O-])([O-])([O-])=O.[K+].[K+].[K+]. Product: [CH3:23][C:21]1[O:22][C:18]2[CH:17]=[CH:16][C:15]([N:10]3[CH2:11][CH2:12][N:8]([C:3]4[CH:4]=[N:5][CH:6]=[CH:7][C:2]=4[CH3:1])[C:9]3=[O:13])=[CH:24][C:19]=2[N:20]=1. (6) Reactant: [NH2:1][C:2]1[S:3][CH:4]=[CH:5][N:6]=1.[C:7]([N+:11]#[C-:12])([CH3:10])([CH3:9])[CH3:8].[CH:13](=O)[C:14]1[O:18][CH:17]=[CH:16][CH:15]=1. Product: [C:7]([NH:11][C:12]1[N:6]2[C:2]([S:3][CH:4]=[CH:5]2)=[N:1][C:13]=1[C:14]1[O:18][CH:17]=[CH:16][CH:15]=1)([CH3:10])([CH3:9])[CH3:8]. The catalyst class is: 519. (7) Reactant: O.[OH-].[Cs+].[Br:4][C:5]1[CH:11]=[CH:10][CH:9]=[CH:8][C:6]=1[NH2:7].I[CH2:13][CH2:14][CH2:15][CH2:16][CH2:17][CH2:18][CH2:19][CH2:20][CH2:21][CH2:22][CH2:23][CH3:24]. Product: [Br:4][C:5]1[CH:11]=[CH:10][CH:9]=[CH:8][C:6]=1[NH:7][CH2:24][CH2:23][CH2:22][CH2:21][CH2:20][CH2:19][CH2:18][CH2:17][CH2:16][CH2:15][CH2:14][CH3:13]. The catalyst class is: 9.